Task: Binary Classification. Given a miRNA mature sequence and a target amino acid sequence, predict their likelihood of interaction.. Dataset: Experimentally validated miRNA-target interactions with 360,000+ pairs, plus equal number of negative samples (1) The miRNA is hsa-miR-1288-5p with sequence GCAGAUCAGGACUGUAACUCACC. The protein sequence of the target gene is MAQYKGAASEAGRAMHLMKKREKQREQMEQMKQRIAEENIMKSNIDKKFSAHYDAVEAELKSSTVGLVTLNDMKAKQEALVKEREKQLAKKEQSKELQMKLEKLREKERKKEAKRKISSLSFTLEEEEEGGEEEEEAAMYEEEMEREEITTKKRKLGKNPDVDTSFLPDRDREEEENRLREELRQEWEAKQEKIKSEEIEITFSYWDGSGHRRTVKMRKGNTMQQFLQKALEILRKDFSELRSAGVEQLMYIKEDLIIPHHHSFYDFIVTKARGKSGPLFNFDVHDDVRLLSDATVEKDE.... Result: 0 (no interaction). (2) The miRNA is hsa-miR-1252-3p with sequence CAAAUGAGCUUAAUUUCCUUUU. The protein sequence of the target gene is MRRKGRCHRGSAARHPSSPCSIKHSPTRETLTYAQAQRMVEIEIEGRLHRISIFDPLEIILEDDLTAQEMSECNSNKENSERPPVCLRTKRHKNNRVKKKNEVLPSTHGTPASASALPEPKVRIVEYSPPSAPRRPPVYYKFIEKSAEELDNEVEYDMDEEDYAWLEIINEKRKGDCVSAVSQNMFEFLMDRFEKESYCENQKQGEQQSLIDEDAVCCICMDGECQNSNVILFCDMCNLAVHQECYGVPYIPEGQWLCRHCLQSRARPADCVLCPNKGGAFKKTDDDRWGHVVCALWIPE.... Result: 0 (no interaction). (3) The miRNA is mmu-miR-1905 with sequence CACCAGUCCCACCACGCGGUAG. The protein sequence of the target gene is MERPSPCGSWLVGCLFTIAVFQPPVQVLGDAGKVYIAPLRDTANLPCPLFLWPNMVLSEMRWYRPGHLPRTQAVHVFRDGQDRDEDLMPEYKGRTALVRDAHKESYILQISNVRLEDRGLYQCQVWVGNSSREDNVTLQVAVLGSDPYIHVKGYDAGWIELLCQSVGWFPKPWTEWRDTTGRALLSLSEVHSLDENGLFRTAVSSRIRDNALGNVSCTIHNEALGQEKTTAMIIGAPERGSLSSPAVALSVVLPVLGLLILLGIWLICKQKKSKEKLLYEQAMEVENLLEDHAKEKGRLH.... Result: 0 (no interaction). (4) The miRNA is hsa-miR-1290 with sequence UGGAUUUUUGGAUCAGGGA. The protein sequence of the target gene is MTQAEKGDTENGKEKGGEKEKEQRGVKRPIVPALVPESLQEQIQSNFIIVIHPGSTTLRIGRATDTLPASIPHVIARRHKQQGQPLYKDSWLLREGLNKPESNEQRQNGLKMVDQAIWSKKMSNGTRRIPVSPEQARSYNKQMRPAILDHCSGNKWTNTSHHPEYLVGEEALYVNPLDCYNIHWPIRRGQLNIHPGPGGSLTAVLADIEVIWSHAIQKYLEIPLKDLKYYRCILLIPDIYNKQHVKELVNMILMKMGFSGIVVHQESVCATYGSGLSSTCIVDVGDQKTSVCCVEDGVSH.... Result: 0 (no interaction). (5) The miRNA is hsa-miR-3657 with sequence UGUGUCCCAUUAUUGGUGAUU. The protein sequence of the target gene is MAPAKKREKDSNPDGSAANGIIGLTHGAPDASNAGSTVPPTAEGQVKLNGHQQEQELFLQAFEKPTQIYRYLRNRHETNPIFLNRTLSYMKERMSRNNKKRISFQVNSMLESITQKSEAVSQNYLHVIYDSLHEKLPARLDNESGEDLLQEQLLCEAGESVSVETTLYKITRSKRKDSTLDFQELLSKCSQIVYNPKDRVGEHATISIPLQTMRPMGEQHTLYKLLFRIKVLSPSTCNDENAETPPNKRSRPNEKMFGSELILYEKSSGFITEGEYEAMLQPLNSTSIKSFSPKKCTWET.... Result: 0 (no interaction). (6) The miRNA is hsa-miR-3187-3p with sequence UUGGCCAUGGGGCUGCGCGG. The protein sequence of the target gene is MAGCIPEEKTYRRFLELFLGEFRGPCGGGEPEPEPESEPEPEPEAELVAAEAAEASGEEPGEDAATVEATEEGEQDQDPEPEDEAVEEETATEGEEEEEEEAAAPGHSAVPPPPQPQLPPLPPLPRPLSERITREEVEGESLDLCLQQLYKYNCPSFLAAALARATSDEVLQSDLSAHCIPKETDGTEGTVEIETVKLARSVFSKLHEICCSWVKDFPLRRRPQIYYETSIHAIKNMRRKMEDKHVCIPDFNMLFNLEDQEEQAYFAVFDGHGGVDAAIYASVHLHVNLVRQEMFPHDPA.... Result: 0 (no interaction). (7) The miRNA is hsa-miR-4761-3p with sequence GAGGGCAUGCGCACUUUGUCC. The protein sequence of the target gene is MAAFGRQVLDWHRLIPLTWACMARQTPHLGEQRRTTASLLRKLTTASNGGVIEELSCVRSNNYVQEPECRRNLVQCLLEKQGTPVVQGSLELERVMSSLLDMGFSNAHINELLSVRRGASLQQLLDIISEFILLGLNPEPVCVVLKKSPQLLKLPIMQMRKRSSYLQKLGLGEGKLKRVLYCCPEIFTMRQQDINDTVRLLKEKCLFTVQQVTKILHSCPSVLREDLGQLEYKFQYAYFRMGIKHPDIVKSEYLQYSLTKIKQRHIYLERLGRYQTPDKKGQTQIPNPLLKDILRVSEAE.... Result: 0 (no interaction).